Dataset: NCI-60 drug combinations with 297,098 pairs across 59 cell lines. Task: Regression. Given two drug SMILES strings and cell line genomic features, predict the synergy score measuring deviation from expected non-interaction effect. (1) Synergy scores: CSS=7.79, Synergy_ZIP=-11.2, Synergy_Bliss=-21.7, Synergy_Loewe=-60.2, Synergy_HSA=-23.3. Drug 1: CC1=C2C(C(=O)C3(C(CC4C(C3C(C(C2(C)C)(CC1OC(=O)C(C(C5=CC=CC=C5)NC(=O)C6=CC=CC=C6)O)O)OC(=O)C7=CC=CC=C7)(CO4)OC(=O)C)O)C)OC(=O)C. Cell line: NCI-H460. Drug 2: C(CN)CNCCSP(=O)(O)O. (2) Drug 1: CN1C(=O)N2C=NC(=C2N=N1)C(=O)N. Drug 2: C1CN(P(=O)(OC1)NCCCl)CCCl. Cell line: T-47D. Synergy scores: CSS=2.03, Synergy_ZIP=-2.08, Synergy_Bliss=-8.87, Synergy_Loewe=-2.44, Synergy_HSA=-8.78. (3) Drug 1: CS(=O)(=O)C1=CC(=C(C=C1)C(=O)NC2=CC(=C(C=C2)Cl)C3=CC=CC=N3)Cl. Drug 2: C1=CC(=CC=C1CCC2=CNC3=C2C(=O)NC(=N3)N)C(=O)NC(CCC(=O)O)C(=O)O. Cell line: OVCAR-5. Synergy scores: CSS=34.1, Synergy_ZIP=-0.570, Synergy_Bliss=6.33, Synergy_Loewe=-3.25, Synergy_HSA=7.88.